Dataset: Catalyst prediction with 721,799 reactions and 888 catalyst types from USPTO. Task: Predict which catalyst facilitates the given reaction. Reactant: [OH:1][CH2:2][CH2:3][N:4]1[CH2:9][CH2:8][NH:7][CH2:6][CH2:5]1.[N+:10]([C:13]1[CH:14]=[CH:15][C:16](F)=[C:17]([CH3:19])[CH:18]=1)([O-:12])=[O:11].C(N(CC)C(C)C)(C)C. Product: [OH:1][CH2:2][CH2:3][N:4]1[CH2:9][CH2:8][N:7]([C:16]2[CH:15]=[CH:14][C:13]([N+:10]([O-:12])=[O:11])=[CH:18][C:17]=2[CH3:19])[CH2:6][CH2:5]1. The catalyst class is: 16.